This data is from Forward reaction prediction with 1.9M reactions from USPTO patents (1976-2016). The task is: Predict the product of the given reaction. (1) Given the reactants [OH:1][CH2:2][C@H:3]1[NH:7][C:6](=[O:8])[CH2:5][CH2:4]1.I[C:10]1[CH:15]=[CH:14][CH:13]=[CH:12][CH:11]=1.CN(C)CCN.C([O-])([O-])=O.[K+].[K+], predict the reaction product. The product is: [OH:1][CH2:2][C@H:3]1[N:7]([C:10]2[CH:15]=[CH:14][CH:13]=[CH:12][CH:11]=2)[C:6](=[O:8])[CH2:5][CH2:4]1. (2) Given the reactants [C:1]([O:5][C:6]([N:8]1[CH2:17][C:12]2([CH2:16]CC[CH2:13]2)[NH:11][CH2:10][C:9]1([CH3:19])[CH3:18])=[O:7])([CH3:4])([CH3:3])[CH3:2].[CH:20]1(C(N)(C)CN)C[CH2:21]1.CC(C)(O)C#N, predict the reaction product. The product is: [C:1]([O:5][C:6]([N:8]1[CH2:17][C:12]([CH3:13])([CH3:16])[NH:11][CH2:10][C:9]1([CH:18]1[CH2:21][CH2:20]1)[CH3:19])=[O:7])([CH3:2])([CH3:3])[CH3:4]. (3) Given the reactants I[C:2]1[C:3]([CH3:12])=[CH:4][C:5]([CH3:11])=[C:6]([CH:10]=1)[C:7]([OH:9])=[O:8].[C:13]1(P(C2C=CC=CC=2)C2C=CC=CC=2)[CH:18]=CC=C[CH:14]=1.[Cl-].C([Al+]CC)C.[C]=[O:39], predict the reaction product. The product is: [CH3:11][C:5]1[CH:4]=[C:3]([CH3:12])[C:2]([C:14](=[O:39])[CH2:13][CH3:18])=[CH:10][C:6]=1[C:7]([OH:9])=[O:8]. (4) Given the reactants C[O:2][C:3]1[CH:4]=[C:5]2[C:13](=[CH:14][CH:15]=1)[O:12][C:11]1[C:10]3[CH:16]=[CH:17][CH:18]=[CH:19][C:9]=3[C:8](=[O:20])[NH:7][C:6]2=1.B(Br)(Br)Br, predict the reaction product. The product is: [OH:2][C:3]1[CH:4]=[C:5]2[C:13](=[CH:14][CH:15]=1)[O:12][C:11]1[C:10]3[CH:16]=[CH:17][CH:18]=[CH:19][C:9]=3[C:8](=[O:20])[NH:7][C:6]2=1.